Dataset: Catalyst prediction with 721,799 reactions and 888 catalyst types from USPTO. Task: Predict which catalyst facilitates the given reaction. (1) Reactant: [CH3:1][O:2][C:3]([C:5]1[S:6][C:7]([C:23]#[C:24][C:25]([CH3:28])([CH3:27])[CH3:26])=[CH:8][C:9]=1[N:10]1[C:15](=[O:16])[CH2:14][CH2:13][CH2:12][C@H:11]1[CH:17]1[CH2:22][CH2:21][CH2:20][CH2:19][CH2:18]1)=[O:4].[Li+].[CH3:30][CH:31]([N-]C(C)C)[CH3:32].ICC=C. Product: [CH3:1][O:2][C:3]([C:5]1[S:6][C:7]([C:23]#[C:24][C:25]([CH3:28])([CH3:27])[CH3:26])=[CH:8][C:9]=1[N:10]1[CH:11]([CH:17]2[CH2:22][CH2:21][CH2:20][CH2:19][CH2:18]2)[CH2:12][CH2:13][C@@H:14]([CH2:32][CH:31]=[CH2:30])[C:15]1=[O:16])=[O:4]. The catalyst class is: 1. (2) Reactant: [OH:1][CH:2]1[CH2:7][O:6][C:5]([CH3:18])([C:8]([O:10][CH2:11][C:12]2[CH:17]=[CH:16][CH:15]=[CH:14][CH:13]=2)=[O:9])[CH2:4][CH2:3]1.C1C=C[NH+]=CC=1.[O-][Cr](Cl)(=O)=O. Product: [CH3:18][C:5]1([C:8]([O:10][CH2:11][C:12]2[CH:17]=[CH:16][CH:15]=[CH:14][CH:13]=2)=[O:9])[CH2:4][CH2:3][C:2](=[O:1])[CH2:7][O:6]1. The catalyst class is: 2. (3) Reactant: [CH3:1][Si:2]([CH3:20])([CH3:19])[CH2:3][CH2:4][O:5][C:6](=[O:18])[NH:7][C:8]1[CH:13]=[CH:12][C:11]([CH:14](O)[CH3:15])=[C:10]([Cl:17])[CH:9]=1.C1(P(C2C=CC=CC=2)C2C=CC=CC=2)C=CC=CC=1.[NH:40]=[N+:41]=[N-:42].N(C(OCC)=O)=NC(OCC)=O. Product: [CH3:1][Si:2]([CH3:20])([CH3:19])[CH2:3][CH2:4][O:5][C:6](=[O:18])[NH:7][C:8]1[CH:13]=[CH:12][C:11]([CH:14]([N:40]=[N+:41]=[N-:42])[CH3:15])=[C:10]([Cl:17])[CH:9]=1. The catalyst class is: 217. (4) Reactant: C(N(C(C)C)CC)(C)C.C1C=CC2N(O)N=NC=2C=1.[NH2:20][C:21]1[CH:22]=[N:23][CH:24]=[CH:25][CH:26]=1.C(Cl)CCl.[Br:31][C:32]1[C:33]([CH2:49][N:50]2[CH2:55][CH2:54][O:53][CH2:52][CH2:51]2)=[CH:34][C:35]([O:41][CH2:42][C:43]2[CH:48]=[CH:47][CH:46]=[CH:45][CH:44]=2)=[C:36]([CH:40]=1)[C:37](O)=[O:38]. Product: [Br:31][C:32]1[C:33]([CH2:49][N:50]2[CH2:51][CH2:52][O:53][CH2:54][CH2:55]2)=[CH:34][C:35]([O:41][CH2:42][C:43]2[CH:44]=[CH:45][CH:46]=[CH:47][CH:48]=2)=[C:36]([CH:40]=1)[C:37]([NH:20][C:21]1[CH:22]=[N:23][CH:24]=[CH:25][CH:26]=1)=[O:38]. The catalyst class is: 9.